From a dataset of Forward reaction prediction with 1.9M reactions from USPTO patents (1976-2016). Predict the product of the given reaction. (1) Given the reactants Br[CH2:2][C:3]1[C:8]([CH3:9])=[CH:7][CH:6]=[CH:5][C:4]=1[N:10]1[C:14](=[O:15])[N:13]([CH3:16])[N:12]=[N:11]1.[C:17]1([CH:24]=[CH:23][CH:22]=[C:20]([OH:21])[CH:19]=1)[OH:18].C(=O)([O-])[O-].[K+].[K+].C(#N)C, predict the reaction product. The product is: [OH:18][C:17]1[CH:19]=[C:20]([CH:22]=[CH:23][CH:24]=1)[O:21][CH2:2][C:3]1[C:8]([CH3:9])=[CH:7][CH:6]=[CH:5][C:4]=1[N:10]1[C:14](=[O:15])[N:13]([CH3:16])[N:12]=[N:11]1.[OH:18][C:17]1[CH:19]=[C:20]([CH:22]=[CH:23][CH:24]=1)[O:21][CH2:2][C:3]1[C:8]([CH3:9])=[CH:7][CH:6]=[CH:5][C:4]=1[N:10]1[C:14](=[O:15])[N:13]([CH3:16])[N:12]=[N:11]1. (2) The product is: [CH3:27][O:26][C:24]1[CH:23]=[C:22]([O:28][CH3:29])[N:21]=[C:1]([NH:3][C:4]2[CH:9]=[CH:8][C:7]([CH3:10])=[CH:6][C:5]=2[N+:11]([O-:13])=[O:12])[N:25]=1. Given the reactants [CH:1]([NH:3][C:4]1[CH:9]=[CH:8][C:7]([CH3:10])=[CH:6][C:5]=1[N+:11]([O-:13])=[O:12])=O.[H-].[Na+].CS(C1[N:25]=[C:24]([O:26][CH3:27])[CH:23]=[C:22]([O:28][CH3:29])[N:21]=1)(=O)=O.[OH-].[Na+], predict the reaction product. (3) Given the reactants C[O:2][C:3](=[O:27])[CH:4]([N:11]1[C:19]2[C:14](=[CH:15][C:16]([O:20][C:21]([F:24])([F:23])[F:22])=[CH:17][CH:18]=2)[C:13](=[O:25])[C:12]1=[O:26])[CH2:5][CH:6]1[CH2:10][CH2:9][CH2:8][CH2:7]1.O.[OH-].[Li+], predict the reaction product. The product is: [CH:6]1([CH2:5][CH:4]([N:11]2[C:19]3[C:14](=[CH:15][C:16]([O:20][C:21]([F:23])([F:24])[F:22])=[CH:17][CH:18]=3)[C:13](=[O:25])[C:12]2=[O:26])[C:3]([OH:27])=[O:2])[CH2:10][CH2:9][CH2:8][CH2:7]1. (4) Given the reactants [Cl:1][C:2]1[C:3]([NH:15][C:16]2[CH:21]=[CH:20][C:19]([N:22]3[CH2:27][CH2:26][P:25]([CH3:29])(=[O:28])[CH2:24][CH2:23]3)=[CH:18][C:17]=2[O:30][CH3:31])=[N:4][C:5]([NH:8][CH2:9]C2SC=CC=2)=[N:6][CH:7]=1.[CH3:32][CH:33]([C:35]1[O:39]C(N)=[N:37][CH:36]=1)[CH3:34], predict the reaction product. The product is: [Cl:1][C:2]1[C:3]([NH:15][C:16]2[CH:21]=[CH:20][C:19]([N:22]3[CH2:23][CH2:24][P:25]([CH3:29])(=[O:28])[CH2:26][CH2:27]3)=[CH:18][C:17]=2[O:30][CH3:31])=[N:4][C:5]([NH:8][C:9]2[O:39][C:35]([CH:33]([CH3:34])[CH3:32])=[CH:36][N:37]=2)=[N:6][CH:7]=1. (5) Given the reactants [C:1]([C:3]1[C:4]([NH2:10])=[N:5][C:6]([NH2:9])=[CH:7][CH:8]=1)#[CH:2].[C:11](Cl)(=[N:13][OH:14])[CH3:12].[N:16]1[CH:21]=[CH:20][CH:19]=[CH:18][C:17]=1[O:22][C:23]1[CH:28]=[CH:27][CH:26]=[CH:25][CH:24]=1.C(N(CC)CC)C, predict the reaction product. The product is: [N:16]1[CH:21]=[CH:20][CH:19]=[CH:18][C:17]=1[O:22][C:23]1[CH:24]=[CH:25][C:26]([CH2:12][C:11]2[CH:2]=[C:1]([C:3]3[C:4]([NH2:10])=[N:5][C:6]([NH2:9])=[CH:7][CH:8]=3)[O:14][N:13]=2)=[CH:27][CH:28]=1. (6) Given the reactants [CH2:1]([O:8][CH2:9][CH2:10][CH2:11][O:12][C:13]1[CH:18]=[CH:17][C:16]([CH:19]2[CH2:24][CH2:23][N:22](C(OC(C)(C)C)=O)[CH2:21][CH:20]2[O:32][CH2:33][C:34]2[CH:43]=[CH:42][C:41]3[C:36](=[CH:37][C:38]([OH:44])=[CH:39][CH:40]=3)[CH:35]=2)=[CH:15][CH:14]=1)[C:2]1[CH:7]=[CH:6][CH:5]=[CH:4][CH:3]=1.[ClH:45], predict the reaction product. The product is: [ClH:45].[CH2:1]([O:8][CH2:9][CH2:10][CH2:11][O:12][C:13]1[CH:14]=[CH:15][C:16]([CH:19]2[CH2:24][CH2:23][NH:22][CH2:21][CH:20]2[O:32][CH2:33][C:34]2[CH:35]=[C:36]3[C:41]([CH:40]=[CH:39][C:38]([OH:44])=[CH:37]3)=[CH:42][CH:43]=2)=[CH:17][CH:18]=1)[C:2]1[CH:7]=[CH:6][CH:5]=[CH:4][CH:3]=1. (7) Given the reactants Cl[C:2]1[C:24]([N+:25]([O-:27])=[O:26])=[C:23]([Cl:28])[C:22]([F:29])=[CH:21][C:3]=1[C:4]([C:6](=[CH:12][NH:13][C@@H:14]([CH3:20])[CH2:15][O:16][C:17](=[O:19])[CH3:18])[C:7]([O:9][CH2:10][CH3:11])=[O:8])=[O:5].[O-]P([O-])([O-])=O.[K+].[K+].[K+], predict the reaction product. The product is: [C:17]([O:16][CH2:15][C@@H:14]([N:13]1[C:2]2[C:3](=[CH:21][C:22]([F:29])=[C:23]([Cl:28])[C:24]=2[N+:25]([O-:27])=[O:26])[C:4](=[O:5])[C:6]([C:7]([O:9][CH2:10][CH3:11])=[O:8])=[CH:12]1)[CH3:20])(=[O:19])[CH3:18].